Dataset: Retrosynthesis with 50K atom-mapped reactions and 10 reaction types from USPTO. Task: Predict the reactants needed to synthesize the given product. (1) Given the product CC(C)(F)C[C@@H](CO)NC(=O)OCc1ccccc1, predict the reactants needed to synthesize it. The reactants are: CCOC(=O)[C@H](CC(C)(C)F)NC(=O)OCc1ccccc1. (2) Given the product CC(C)Oc1ccc(C(C)(C)CCCc2cccc(Oc3ccccc3)c2)cc1, predict the reactants needed to synthesize it. The reactants are: CC(C)(CCCc1cccc(Oc2ccccc2)c1)c1ccc(O)cc1.CC(C)Br.